Dataset: Catalyst prediction with 721,799 reactions and 888 catalyst types from USPTO. Task: Predict which catalyst facilitates the given reaction. (1) Reactant: [CH3:1][O:2][CH:3]([C:12]1[CH:17]=[CH:16][C:15]([CH2:18][O:19][Si](C(C)C)(C(C)C)C(C)C)=[CH:14][CH:13]=1)[C:4]1[CH:5]=[C:6]([CH:9]=[CH:10][CH:11]=1)[C:7]#[N:8].O1CCCC1.[F-].C([N+](CCCC)(CCCC)CCCC)CCC. Product: [OH:19][CH2:18][C:15]1[CH:14]=[CH:13][C:12]([CH:3]([O:2][CH3:1])[C:4]2[CH:5]=[C:6]([CH:9]=[CH:10][CH:11]=2)[C:7]#[N:8])=[CH:17][CH:16]=1. The catalyst class is: 6. (2) Reactant: I([O-])(=O)(=O)=O.[Na+].[Cl:7][C:8]1[CH:9]=[C:10]([C@@H:16]([CH2:20][CH:21]2[CH2:24][CH2:23][CH2:22]2)[C:17]([OH:19])=[O:18])[CH:11]=[CH:12][C:13]=1[S:14][CH3:15].[Mn]([O-])(=O)(=O)=[O:26].[K+].[OH2:31]. Product: [Cl:7][C:8]1[CH:9]=[C:10]([C@@H:16]([CH2:20][CH:21]2[CH2:22][CH2:23][CH2:24]2)[C:17]([OH:19])=[O:18])[CH:11]=[CH:12][C:13]=1[S:14]([CH3:15])(=[O:26])=[O:31]. The catalyst class is: 5. (3) Reactant: Cl[C:2]1[N:7]2[CH:8]=[CH:9][N:10]=[C:6]2[N:5]=[C:4]([CH3:11])[C:3]=1[C:12]1[C:17]([F:18])=[CH:16][CH:15]=[CH:14][C:13]=1[Cl:19].[CH3:20][CH:21]1[CH2:26][CH2:25][NH:24][CH2:23][CH2:22]1.[Cl-].[NH4+]. Product: [CH3:20][CH:21]1[CH2:26][CH2:25][N:24]([C:2]2[N:7]3[CH:8]=[CH:9][N:10]=[C:6]3[N:5]=[C:4]([CH3:11])[C:3]=2[C:12]2[C:17]([F:18])=[CH:16][CH:15]=[CH:14][C:13]=2[Cl:19])[CH2:23][CH2:22]1. The catalyst class is: 22. (4) Reactant: [NH2:1][C@H:2]1[C:10]2[C:5](=[CH:6][CH:7]=[CH:8][CH:9]=2)[CH2:4][C@@H:3]1[NH:11][C:12]([C:14]1[NH:18][C:17]2[C:19]([Cl:23])=[C:20]([Cl:22])[S:21][C:16]=2[CH:15]=1)=[O:13].CCN(CC)CC.[CH3:31][N:32]([CH3:36])[C:33](Cl)=[O:34]. Product: [Cl:22][C:20]1[S:21][C:16]2[CH:15]=[C:14]([C:12]([NH:11][C@H:3]3[CH2:4][C:5]4[C:10](=[CH:9][CH:8]=[CH:7][CH:6]=4)[C@@H:2]3[NH:1][C:33]([N:32]([CH3:36])[CH3:31])=[O:34])=[O:13])[NH:18][C:17]=2[C:19]=1[Cl:23]. The catalyst class is: 2. (5) Reactant: [F:1][C:2]([F:8])([F:7])[C:3](=[O:6])[CH2:4][CH3:5].[N:9]([O-])=[O:10].[Na+].C1(C)C=CC=CC=1. Product: [F:1][C:2]([F:8])([F:7])[C:3](=[O:6])[C:4](=[N:9][OH:10])[CH3:5]. The catalyst class is: 86. (6) Reactant: Br[C:2]1[N:7]=[CH:6][CH:5]=[CH:4][N:3]=1.[Na+:8].[Na+].[NH2:10][C:11]1[C:24]2[C:23](=[O:25])[C:22]3[C:17](=[CH:18][CH:19]=[CH:20][CH:21]=3)[C:16](=[O:26])[C:15]=2[C:14]([NH:27][C:28]2[CH:33]=[CH:32][C:31]([NH2:34])=[C:30]([S:35]([OH:38])(=[O:37])=[O:36])[CH:29]=2)=[CH:13][C:12]=1[S:39]([O-:42])(=[O:41])=[O:40].[NH2:43][C:44]1[C:57]2[C:56](=[O:58])[C:55]3[C:50](=[CH:51][CH:52]=[CH:53][CH:54]=3)[C:49](=[O:59])[C:48]=2[C:47]([NH:60][C:61]2[CH:66]=[CH:65][C:64]([NH2:67])=[C:63]([S:68]([OH:71])(=[O:70])=[O:69])[CH:62]=2)=[CH:46][C:45]=1[S:72]([O-:75])(=[O:74])=[O:73]. Product: [Na+:8].[Na+:8].[NH2:10][C:11]1[C:24]2[C:23](=[O:25])[C:22]3[C:17](=[CH:18][CH:19]=[CH:20][CH:21]=3)[C:16](=[O:26])[C:15]=2[C:14]([NH:27][C:28]2[CH:33]=[CH:32][C:31]([NH:34][C:2]3[N:7]=[CH:6][CH:5]=[CH:4][N:3]=3)=[C:30]([S:35]([O-:38])(=[O:37])=[O:36])[CH:29]=2)=[CH:13][C:12]=1[S:39]([OH:42])(=[O:41])=[O:40].[NH2:43][C:44]1[C:57]2[C:56](=[O:58])[C:55]3[C:50](=[CH:51][CH:52]=[CH:53][CH:54]=3)[C:49](=[O:59])[C:48]=2[C:47]([NH:60][C:61]2[CH:66]=[CH:65][C:64]([NH:67][C:2]3[N:7]=[CH:6][CH:5]=[CH:4][N:3]=3)=[C:63]([S:68]([O-:71])(=[O:70])=[O:69])[CH:62]=2)=[CH:46][C:45]=1[S:72]([OH:75])(=[O:74])=[O:73]. The catalyst class is: 24. (7) Reactant: [C@H:1]12[CH2:7][C@H:4]([NH:5][CH2:6]1)[CH2:3][N:2]2[C:8]([O:10][C:11]([CH3:14])([CH3:13])[CH3:12])=[O:9].ON1C2C=CC=CC=2N=N1.[Cl:25][C:26]1[C:34]([Cl:35])=[CH:33][CH:32]=[CH:31][C:27]=1[C:28](O)=[O:29]. Product: [Cl:25][C:26]1[C:34]([Cl:35])=[CH:33][CH:32]=[CH:31][C:27]=1[C:28]([N:5]1[CH2:6][C@@H:1]2[CH2:7][C@H:4]1[CH2:3][N:2]2[C:8]([O:10][C:11]([CH3:14])([CH3:13])[CH3:12])=[O:9])=[O:29]. The catalyst class is: 22. (8) Reactant: [Cl:1][C:2]1[CH:3]=[C:4]([C:8]2[N:9]=[C:10]([N:16]3[C:20]4[CH:21]=[C:22]([OH:25])[CH:23]=[CH:24][C:19]=4[N:18]=[CH:17]3)[S:11][C:12]=2[C:13]([NH2:15])=[O:14])[CH:5]=[CH:6][CH:7]=1.[CH3:26][N:27]1[CH2:32][CH2:31][N:30]([CH2:33][CH2:34][CH2:35]OS(C2C=CC(C)=CC=2)(=O)=O)[CH2:29][CH2:28]1.C(=O)([O-])[O-].[Cs+].[Cs+]. Product: [Cl:1][C:2]1[CH:3]=[C:4]([C:8]2[N:9]=[C:10]([N:16]3[C:20]4[CH:21]=[C:22]([O:25][CH2:35][CH2:34][CH2:33][N:30]5[CH2:31][CH2:32][N:27]([CH3:26])[CH2:28][CH2:29]5)[CH:23]=[CH:24][C:19]=4[N:18]=[CH:17]3)[S:11][C:12]=2[C:13]([NH2:15])=[O:14])[CH:5]=[CH:6][CH:7]=1. The catalyst class is: 9.